Task: Predict the reactants needed to synthesize the given product.. Dataset: Full USPTO retrosynthesis dataset with 1.9M reactions from patents (1976-2016) (1) Given the product [CH2:1]([NH:3][C:4]([C@H:5]1[C@@H:6]([CH3:7])[O:20][C:10]([C:11]2[CH:16]=[CH:15][C:14]([C:17]#[CH:18])=[CH:13][C:12]=2[OH:19])=[N:9]1)=[O:21])[CH3:2], predict the reactants needed to synthesize it. The reactants are: [CH2:1]([NH:3][C:4](=[O:21])[C@H:5]([NH:9][C:10](=[O:20])[C:11]1[CH:16]=[CH:15][C:14]([C:17]#[CH:18])=[CH:13][C:12]=1[OH:19])[C@@H:6](O)[CH3:7])[CH3:2].O=S(Cl)Cl. (2) Given the product [N+:1]([C:4]1[CH:9]=[CH:8][C:7]([N:10]2[C:11]3=[N:12][C:13]4[C:14](=[N:15][CH:16]=[CH:17][CH:18]=4)[N:19]3[CH2:20][CH2:21]2)=[CH:6][CH:5]=1)([O-:3])=[O:2], predict the reactants needed to synthesize it. The reactants are: [N+:1]([C:4]1[CH:9]=[CH:8][C:7]([NH:10][C:11]2[N:19]([CH2:20][CH2:21]O)[C:14]3=[N:15][CH:16]=[CH:17][CH:18]=[C:13]3[N:12]=2)=[CH:6][CH:5]=1)([O-:3])=[O:2].C(N(CC)CC)C.CS(Cl)(=O)=O.O. (3) Given the product [O:1]=[C:2]1[CH2:7][N:6]([C:8]([O:10][C:11]([CH3:12])([CH3:13])[CH3:14])=[O:9])[CH2:5][CH:4]([C:15]([O:17][CH3:18])=[O:16])[CH2:3]1, predict the reactants needed to synthesize it. The reactants are: [OH:1][CH:2]1[CH2:7][N:6]([C:8]([O:10][C:11]([CH3:14])([CH3:13])[CH3:12])=[O:9])[CH2:5][CH:4]([C:15]([O:17][CH3:18])=[O:16])[CH2:3]1.CC(OI1(OC(C)=O)(OC(C)=O)OC(=O)C2C=CC=CC1=2)=O.C(=O)([O-])O.[Na+].S([O-])([O-])(=O)=S.[Na+].[Na+].